Predict the product of the given reaction. From a dataset of Forward reaction prediction with 1.9M reactions from USPTO patents (1976-2016). (1) Given the reactants [Br:1][C:2]1[CH:3]=[C:4]2[C:8](=[CH:9][CH:10]=1)[NH:7][C:6](=[O:11])[CH2:5]2.[CH3:12]N(C)CCN(C)C.C([Li])CCC.[NH4+].[Cl-], predict the reaction product. The product is: [Br:1][C:2]1[CH:3]=[C:4]2[C:8](=[CH:9][CH:10]=1)[NH:7][C:6](=[O:11])[CH:5]2[CH3:12]. (2) The product is: [F:35][C:32]([F:33])([F:34])[C:29]1[CH:28]=[CH:27][C:26]([S:23]([NH2:22])(=[O:24])=[O:25])=[CH:31][CH:30]=1. Given the reactants N1C2N=CC=C(C#N)C=2C=C1.FC1C(C=O)=C(F)C=CC=1[NH:22][S:23]([C:26]1[CH:31]=[CH:30][C:29]([C:32]([F:35])([F:34])[F:33])=[CH:28][CH:27]=1)(=[O:25])=[O:24].[OH-].[K+].Cl, predict the reaction product. (3) Given the reactants [Cl:1][C:2]1[CH:10]=[C:9]2[C:5]([C:6]([C:11]([N:13]3[CH2:18][CH2:17][C:16]4([C:22]5[CH:23]=[CH:24][CH:25]=[CH:26][C:21]=5[CH2:20][O:19]4)[CH2:15][CH2:14]3)=[O:12])=[CH:7][NH:8]2)=[CH:4][CH:3]=1.Br[CH2:28][CH:29]1[CH2:31][O:30]1, predict the reaction product. The product is: [Cl:1][C:2]1[CH:10]=[C:9]2[C:5]([C:6]([C:11]([N:13]3[CH2:18][CH2:17][C:16]4([C:22]5[CH:23]=[CH:24][CH:25]=[CH:26][C:21]=5[CH2:20][O:19]4)[CH2:15][CH2:14]3)=[O:12])=[CH:7][N:8]2[CH2:28][CH:29]2[CH2:31][O:30]2)=[CH:4][CH:3]=1. (4) The product is: [Br:26][C:10]1[S:11][CH:12]=[CH:13][C:9]=1[C:6]1[C:7](=[O:8])[N:2]([CH3:1])[C:3](=[O:25])[N:4]([C:15]2[CH:20]=[CH:19][CH:18]=[C:17]([C:21]([F:23])([F:24])[F:22])[CH:16]=2)[C:5]=1[CH3:14]. Given the reactants [CH3:1][N:2]1[C:7](=[O:8])[C:6]([C:9]2[CH:13]=[CH:12][S:11][CH:10]=2)=[C:5]([CH3:14])[N:4]([C:15]2[CH:20]=[CH:19][CH:18]=[C:17]([C:21]([F:24])([F:23])[F:22])[CH:16]=2)[C:3]1=[O:25].[Br:26]N1C(=O)CCC1=O.C(=O)([O-])O.[Na+], predict the reaction product. (5) Given the reactants Br[C:2]1[CH:7]=[CH:6][C:5]([S:8]([NH2:11])(=[O:10])=[O:9])=[C:4]([NH2:12])[CH:3]=1.[CH3:13][O:14][C:15]1[CH:20]=[CH:19][CH:18]=[CH:17][C:16]=1B(O)O.C([O-])([O-])=O.[Na+].[Na+], predict the reaction product. The product is: [NH2:12][C:4]1[CH:3]=[C:2]([C:16]2[CH:17]=[CH:18][CH:19]=[CH:20][C:15]=2[O:14][CH3:13])[CH:7]=[CH:6][C:5]=1[S:8]([NH2:11])(=[O:10])=[O:9].